Task: Predict the reactants needed to synthesize the given product.. Dataset: Full USPTO retrosynthesis dataset with 1.9M reactions from patents (1976-2016) (1) Given the product [F:5][C:6]1[CH:11]=[C:10]([C:3]#[C:2][CH2:1][OH:4])[CH:9]=[CH:8][CH:7]=1, predict the reactants needed to synthesize it. The reactants are: [CH2:1]([OH:4])[C:2]#[CH:3].[F:5][C:6]1[CH:7]=[C:8](I)[CH:9]=[CH:10][CH:11]=1. (2) Given the product [CH3:16][S:17]([O:1][CH:2]1[CH2:3][C:4]2([CH2:7][N:6]([C:8]([O:10][C:11]([CH3:12])([CH3:14])[CH3:13])=[O:9])[CH2:5]2)[CH2:15]1)(=[O:19])=[O:18], predict the reactants needed to synthesize it. The reactants are: [OH:1][CH:2]1[CH2:15][C:4]2([CH2:7][N:6]([C:8]([O:10][C:11]([CH3:14])([CH3:13])[CH3:12])=[O:9])[CH2:5]2)[CH2:3]1.[CH3:16][S:17](Cl)(=[O:19])=[O:18].O. (3) Given the product [N+:46]([C:44]1[CH:43]=[CH:42][C:40]2[N:41]=[C:37]([NH:36][C:13]([C:12]3[C:11]([NH:10][C:4]4[CH:5]=[C:6]([F:9])[C:7]([F:8])=[C:2]([F:1])[CH:3]=4)=[N:19][CH:18]=[CH:17][CH:16]=3)=[O:15])[S:38][C:39]=2[CH:45]=1)([O-:48])=[O:47], predict the reactants needed to synthesize it. The reactants are: [F:1][C:2]1[CH:3]=[C:4]([NH:10][C:11]2[N:19]=[CH:18][CH:17]=[CH:16][C:12]=2[C:13]([OH:15])=O)[CH:5]=[C:6]([F:9])[C:7]=1[F:8].CN(C=O)C.C(N=C=NCCCN(C)C)C.[NH2:36][C:37]1[S:38][C:39]2[CH:45]=[C:44]([N+:46]([O-:48])=[O:47])[CH:43]=[CH:42][C:40]=2[N:41]=1. (4) Given the product [Cl:8][C:5]1[CH:4]=[C:3]([CH3:9])[C:2]([Cl:1])=[CH:7][C:6]=1[S:11]([Cl:10])(=[O:13])=[O:12], predict the reactants needed to synthesize it. The reactants are: [Cl:1][C:2]1[CH:7]=[CH:6][C:5]([Cl:8])=[CH:4][C:3]=1[CH3:9].[Cl:10][S:11](O)(=[O:13])=[O:12]. (5) Given the product [C:1]([CH:5]1[CH2:10][CH2:9][CH:8]([O:11][C:12]2[CH:13]=[C:14]3[C:19](=[CH:20][CH:21]=2)[CH:18]=[C:17]([CH2:22][CH:23]=[O:24])[CH:16]=[CH:15]3)[CH2:7][CH2:6]1)([CH3:4])([CH3:2])[CH3:3], predict the reactants needed to synthesize it. The reactants are: [C:1]([CH:5]1[CH2:10][CH2:9][CH:8]([O:11][C:12]2[CH:13]=[C:14]3[C:19](=[CH:20][CH:21]=2)[CH:18]=[C:17]([CH2:22][CH2:23][OH:24])[CH:16]=[CH:15]3)[CH2:7][CH2:6]1)([CH3:4])([CH3:3])[CH3:2].CC(OI1(OC(C)=O)(OC(C)=O)OC(=O)C2C=CC=CC1=2)=O. (6) Given the product [Br-:28].[F:1][C:2]1[CH:27]=[CH:26][C:5]([CH2:6][NH:7][CH:8]([C:20]2[CH:21]=[CH:22][CH:23]=[CH:24][CH:25]=2)[C:9]([O:11][C@@H:12]2[CH:17]3[CH2:16][CH2:15][N+:14]([CH2:29][C:30](=[O:31])[C:32]4[CH:37]=[CH:36][CH:35]=[CH:34][CH:33]=4)([CH2:19][CH2:18]3)[CH2:13]2)=[O:10])=[CH:4][CH:3]=1, predict the reactants needed to synthesize it. The reactants are: [F:1][C:2]1[CH:27]=[CH:26][C:5]([CH2:6][NH:7][CH:8]([C:20]2[CH:25]=[CH:24][CH:23]=[CH:22][CH:21]=2)[C:9]([O:11][C@@H:12]2[CH:17]3[CH2:18][CH2:19][N:14]([CH2:15][CH2:16]3)[CH2:13]2)=[O:10])=[CH:4][CH:3]=1.[Br:28][CH2:29][C:30]([C:32]1[CH:37]=[CH:36][CH:35]=[CH:34][CH:33]=1)=[O:31]. (7) Given the product [Br:31][C:13]1[N:11]2[CH:12]=[C:7]([C:1]3[CH:6]=[CH:5][CH:4]=[CH:3][CH:2]=3)[C:8]([C:16]3[CH:17]=[CH:18][C:19]([CH:20]=[O:21])=[CH:22][CH:23]=3)=[N:9][C:10]2=[N:15][CH:14]=1, predict the reactants needed to synthesize it. The reactants are: [C:1]1([C:7]2[C:8]([C:16]3[CH:23]=[CH:22][C:19]([CH:20]=[O:21])=[CH:18][CH:17]=3)=[N:9][C:10]3[N:11]([CH:13]=[CH:14][N:15]=3)[CH:12]=2)[CH:6]=[CH:5][CH:4]=[CH:3][CH:2]=1.C1C(=O)N([Br:31])C(=O)C1. (8) Given the product [CH3:1][O:2][C:3](=[O:13])[C:4]1[CH:9]=[C:8]([Br:10])[C:7]([Cl:11])=[CH:6][C:5]=1[NH:12][C:24]([O:23][CH:20]([CH3:22])[CH3:21])=[O:25], predict the reactants needed to synthesize it. The reactants are: [CH3:1][O:2][C:3](=[O:13])[C:4]1[CH:9]=[C:8]([Br:10])[C:7]([Cl:11])=[CH:6][C:5]=1[NH2:12].N1C=CC=CC=1.[CH:20]([O:23][C:24](Cl)=[O:25])([CH3:22])[CH3:21].